From a dataset of NCI-60 drug combinations with 297,098 pairs across 59 cell lines. Regression. Given two drug SMILES strings and cell line genomic features, predict the synergy score measuring deviation from expected non-interaction effect. (1) Drug 1: CS(=O)(=O)C1=CC(=C(C=C1)C(=O)NC2=CC(=C(C=C2)Cl)C3=CC=CC=N3)Cl. Drug 2: C#CCC(CC1=CN=C2C(=N1)C(=NC(=N2)N)N)C3=CC=C(C=C3)C(=O)NC(CCC(=O)O)C(=O)O. Cell line: EKVX. Synergy scores: CSS=13.6, Synergy_ZIP=-1.76, Synergy_Bliss=2.94, Synergy_Loewe=0.889, Synergy_HSA=4.03. (2) Drug 1: CC12CCC3C(C1CCC2=O)CC(=C)C4=CC(=O)C=CC34C. Drug 2: COC1=CC(=CC(=C1O)OC)C2C3C(COC3=O)C(C4=CC5=C(C=C24)OCO5)OC6C(C(C7C(O6)COC(O7)C8=CC=CS8)O)O. Cell line: U251. Synergy scores: CSS=70.9, Synergy_ZIP=-1.28, Synergy_Bliss=-2.52, Synergy_Loewe=-2.28, Synergy_HSA=-0.240. (3) Drug 1: C1=C(C(=O)NC(=O)N1)F. Drug 2: C1CN(CCN1C(=O)CCBr)C(=O)CCBr. Cell line: SK-MEL-5. Synergy scores: CSS=30.6, Synergy_ZIP=1.40, Synergy_Bliss=2.76, Synergy_Loewe=-1.79, Synergy_HSA=4.38. (4) Drug 1: CN(CC1=CN=C2C(=N1)C(=NC(=N2)N)N)C3=CC=C(C=C3)C(=O)NC(CCC(=O)O)C(=O)O. Drug 2: CC1C(C(CC(O1)OC2CC(CC3=C2C(=C4C(=C3O)C(=O)C5=CC=CC=C5C4=O)O)(C(=O)C)O)N)O. Cell line: OVCAR-5. Synergy scores: CSS=36.7, Synergy_ZIP=-12.8, Synergy_Bliss=-18.5, Synergy_Loewe=-16.9, Synergy_HSA=-12.7. (5) Drug 1: CNC(=O)C1=CC=CC=C1SC2=CC3=C(C=C2)C(=NN3)C=CC4=CC=CC=N4. Drug 2: C1CCC(C(C1)N)N.C(=O)(C(=O)[O-])[O-].[Pt+4]. Cell line: SN12C. Synergy scores: CSS=7.39, Synergy_ZIP=-2.81, Synergy_Bliss=-0.233, Synergy_Loewe=0.000952, Synergy_HSA=0.974.